Task: Predict the reaction yield, written as a fraction of the theoretical maximum amount of product (1.0 means a 100% yield; for example, 0.34 means a 34% yield).. Dataset: Reaction yield outcomes from USPTO patents with 853,638 reactions The reactants are Cl.[NH2:2][C:3]([NH2:5])=[NH:4].C[O-].[Na+].C([O:11][C:12](=O)/[CH:13]=[C:14](/[C:16]1[CH:21]=[CH:20][CH:19]=[C:18]([Br:22])[CH:17]=1)\[CH3:15])C.C(#N)C.O.C(O)(C(F)(F)F)=O. The catalyst is CN1C(=O)CCC1. The product is [NH2:4][C:3]1[NH:5][C:12](=[O:11])[CH2:13][C:14]([C:16]2[CH:21]=[CH:20][CH:19]=[C:18]([Br:22])[CH:17]=2)([CH3:15])[N:2]=1. The yield is 0.400.